From a dataset of NCI-60 drug combinations with 297,098 pairs across 59 cell lines. Regression. Given two drug SMILES strings and cell line genomic features, predict the synergy score measuring deviation from expected non-interaction effect. (1) Drug 1: CC1=C(N=C(N=C1N)C(CC(=O)N)NCC(C(=O)N)N)C(=O)NC(C(C2=CN=CN2)OC3C(C(C(C(O3)CO)O)O)OC4C(C(C(C(O4)CO)O)OC(=O)N)O)C(=O)NC(C)C(C(C)C(=O)NC(C(C)O)C(=O)NCCC5=NC(=CS5)C6=NC(=CS6)C(=O)NCCC[S+](C)C)O. Drug 2: C1C(C(OC1N2C=NC3=C2NC=NCC3O)CO)O. Cell line: UACC-257. Synergy scores: CSS=3.82, Synergy_ZIP=-3.61, Synergy_Bliss=-1.02, Synergy_Loewe=-0.776, Synergy_HSA=-0.776. (2) Cell line: PC-3. Drug 1: COC1=CC(=CC(=C1O)OC)C2C3C(COC3=O)C(C4=CC5=C(C=C24)OCO5)OC6C(C(C7C(O6)COC(O7)C8=CC=CS8)O)O. Synergy scores: CSS=12.5, Synergy_ZIP=-6.41, Synergy_Bliss=-4.84, Synergy_Loewe=-19.3, Synergy_HSA=-2.54. Drug 2: CN(C(=O)NC(C=O)C(C(C(CO)O)O)O)N=O. (3) Drug 1: CS(=O)(=O)OCCCCOS(=O)(=O)C. Drug 2: C1CCC(C(C1)N)N.C(=O)(C(=O)[O-])[O-].[Pt+4]. Cell line: SF-539. Synergy scores: CSS=12.8, Synergy_ZIP=-4.51, Synergy_Bliss=-3.78, Synergy_Loewe=-10.4, Synergy_HSA=-2.33. (4) Drug 1: CN(C)N=NC1=C(NC=N1)C(=O)N. Drug 2: CCN(CC)CCNC(=O)C1=C(NC(=C1C)C=C2C3=C(C=CC(=C3)F)NC2=O)C. Cell line: HCT-15. Synergy scores: CSS=4.65, Synergy_ZIP=-1.07, Synergy_Bliss=1.68, Synergy_Loewe=-1.43, Synergy_HSA=-0.0875. (5) Drug 1: C1=CN(C(=O)N=C1N)C2C(C(C(O2)CO)O)O.Cl. Drug 2: C1=CC=C(C(=C1)C(C2=CC=C(C=C2)Cl)C(Cl)Cl)Cl. Cell line: MCF7. Synergy scores: CSS=0.650, Synergy_ZIP=1.52, Synergy_Bliss=5.66, Synergy_Loewe=0.908, Synergy_HSA=1.83. (6) Drug 1: CC1=C(C(CCC1)(C)C)C=CC(=CC=CC(=CC(=O)O)C)C. Drug 2: C1=NNC2=C1C(=O)NC=N2. Cell line: HL-60(TB). Synergy scores: CSS=42.1, Synergy_ZIP=-2.83, Synergy_Bliss=-5.93, Synergy_Loewe=-23.0, Synergy_HSA=-5.80. (7) Drug 1: C1=NC2=C(N1)C(=S)N=C(N2)N. Drug 2: CC1=C(C(=O)C2=C(C1=O)N3CC4C(C3(C2COC(=O)N)OC)N4)N. Cell line: HCT116. Synergy scores: CSS=50.6, Synergy_ZIP=-5.26, Synergy_Bliss=-6.15, Synergy_Loewe=-1.16, Synergy_HSA=1.28.